From a dataset of Peptide-MHC class II binding affinity with 134,281 pairs from IEDB. Regression. Given a peptide amino acid sequence and an MHC pseudo amino acid sequence, predict their binding affinity value. This is MHC class II binding data. (1) The peptide sequence is GSTYYADSVKGRFTI. The MHC is DRB1_0901 with pseudo-sequence DRB1_0901. The binding affinity (normalized) is 0.391. (2) The peptide sequence is TDATSILGIGTVLDQAETAG. The MHC is DRB5_0101 with pseudo-sequence DRB5_0101. The binding affinity (normalized) is 0.227. (3) The peptide sequence is PAAPANPGLIIG. The MHC is DRB1_0405 with pseudo-sequence DRB1_0405. The binding affinity (normalized) is 0. (4) The peptide sequence is ATSPTAEGGKATTEE. The MHC is HLA-DQA10104-DQB10503 with pseudo-sequence HLA-DQA10104-DQB10503. The binding affinity (normalized) is 0. (5) The peptide sequence is AWRREHKDLDKLNHYSFGDV. The MHC is DRB1_1301 with pseudo-sequence DRB1_1301. The binding affinity (normalized) is 0. (6) The MHC is DRB1_1101 with pseudo-sequence DRB1_1101. The binding affinity (normalized) is 0.360. The peptide sequence is AYPSVLGQTIRNSRW.